This data is from Reaction yield outcomes from USPTO patents with 853,638 reactions. The task is: Predict the reaction yield, written as a fraction of the theoretical maximum amount of product (1.0 means a 100% yield; for example, 0.34 means a 34% yield). (1) The reactants are [Cl:1][C:2]1[C:3](I)=[N:4][CH:5]=[CH:6][CH:7]=1.C([Mg]Cl)(C)C.[F:14][C:15]([F:49])([F:48])[C:16]1[CH:17]=[C:18]([C:26]([CH3:47])([CH3:46])[C:27]([N:29]([C:31]2[CH:32]=[N:33][C:34]([N:38]3[CH2:42][C@H:41]([OH:43])[CH2:40][C@H:39]3[CH2:44][OH:45])=[CH:35][C:36]=2I)[CH3:30])=[O:28])[CH:19]=[C:20]([C:22]([F:25])([F:24])[F:23])[CH:21]=1.[OH-].[Na+]. The yield is 0.400. The product is [F:25][C:22]([F:23])([F:24])[C:20]1[CH:19]=[C:18]([C:26]([CH3:46])([CH3:47])[C:27]([N:29]([C:31]2[CH:32]=[N:33][C:34]([N:38]3[CH2:42][C@H:41]([OH:43])[CH2:40][C@H:39]3[CH2:44][OH:45])=[CH:35][C:36]=2[C:3]2[C:2]([Cl:1])=[CH:7][CH:6]=[CH:5][N:4]=2)[CH3:30])=[O:28])[CH:17]=[C:16]([C:15]([F:49])([F:14])[F:48])[CH:21]=1. The catalyst is O1CCCC1.[Cl-].[Zn+2].[Cl-].C1C=CC([P]([Pd]([P](C2C=CC=CC=2)(C2C=CC=CC=2)C2C=CC=CC=2)([P](C2C=CC=CC=2)(C2C=CC=CC=2)C2C=CC=CC=2)[P](C2C=CC=CC=2)(C2C=CC=CC=2)C2C=CC=CC=2)(C2C=CC=CC=2)C2C=CC=CC=2)=CC=1. (2) The reactants are C(OC([NH:11][CH:12]([CH2:23][CH2:24][P:25]([O:35][CH3:36])([O:27][C:28]1[CH:33]=[CH:32][C:31]([CH3:34])=[CH:30][CH:29]=1)=[O:26])[C:13]([O:15]CC1C=CC=CC=1)=[O:14])=O)C1C=CC=CC=1.[H][H]. The catalyst is CO.O.[C].[Pd]. The product is [NH2:11][CH:12]([CH2:23][CH2:24][P:25]([O:35][CH3:36])([O:27][C:28]1[CH:29]=[CH:30][C:31]([CH3:34])=[CH:32][CH:33]=1)=[O:26])[C:13]([OH:15])=[O:14]. The yield is 0.510. (3) The reactants are [CH:1]1([C:4]2[CH:12]=[C:11]([N:13]3[CH2:18][CH2:17][O:16][CH2:15][CH2:14]3)[CH:10]=[C:9](C)[C:5]=2[C:6](O)=[O:7])CC1.C([N:22]=C=NCCCN(C)C)C.OC1C2N=NNC=2C=CC=1.C(N(C(C)C)CC)(C)C.N[CH2:51][CH2:52][C@@H:53]([OH:58])[C:54]([CH3:57])([CH3:56])[CH3:55]. The catalyst is ClCCl.O. The product is [OH:58][C@@H:53]([C:54]([CH3:57])([CH3:56])[CH3:55])[CH2:52][CH2:51][C:9]1[CH:10]=[C:11]([N:13]2[CH2:18][CH2:17][O:16][CH2:15][CH2:14]2)[CH:12]=[C:4]([CH3:1])[C:5]=1[C:6]([NH2:22])=[O:7]. The yield is 0.390. (4) The reactants are [O:1]1[CH:5]=[CH:4][CH:3]=[C:2]1[C:6]1[O:7][C:8]([CH3:42])=[C:9]([CH2:11][O:12][C:13]2[CH:39]=[CH:38][C:16]([CH2:17][O:18][C:19]3[C:23](/[CH:24]=[CH:25]/[C:26](N(OC)C)=[O:27])=[CH:22][N:21]([C:32]4[CH:37]=[CH:36][CH:35]=[CH:34][CH:33]=4)[N:20]=3)=[CH:15][C:14]=2[O:40][CH3:41])[N:10]=1.[CH2:43]([Mg]Br)[CH3:44].Cl. The catalyst is O1CCCC1. The product is [O:1]1[CH:5]=[CH:4][CH:3]=[C:2]1[C:6]1[O:7][C:8]([CH3:42])=[C:9]([CH2:11][O:12][C:13]2[CH:39]=[CH:38][C:16]([CH2:17][O:18][C:19]3[C:23](/[CH:24]=[CH:25]/[C:26](=[O:27])[CH2:43][CH3:44])=[CH:22][N:21]([C:32]4[CH:37]=[CH:36][CH:35]=[CH:34][CH:33]=4)[N:20]=3)=[CH:15][C:14]=2[O:40][CH3:41])[N:10]=1. The yield is 0.340. (5) The reactants are C(N1C2C=CC(N[N:17]=[C:18]([C:21]#[N:22])[C:19]#[N:20])=CC=2C2C1=CC=CC=2)C.[NH2:23][C:24]1[CH:25]=[CH:26][C:27]2[N:28]([CH2:37][CH3:38])[C:29]3[C:34]([C:35]=2[CH:36]=1)=[CH:33][CH:32]=[CH:31][CH:30]=3.C(#N)CC#N.O.[NH2:45][NH2:46]. No catalyst specified. The product is [CH2:37]([N:28]1[C:27]2[CH:26]=[CH:25][C:24]([NH:23][N:17]=[C:18]3[C:19]([NH2:20])=[N:46][N:45]=[C:21]3[NH2:22])=[CH:36][C:35]=2[C:34]2[C:29]1=[CH:30][CH:31]=[CH:32][CH:33]=2)[CH3:38]. The yield is 0.290. (6) The reactants are [CH3:1][C:2]1[C:23]([N:24]2[C:28]3[CH:29]=[CH:30][C:31]([O:33][C:34]([F:37])([F:36])[F:35])=[CH:32][C:27]=3[N:26]=[C:25]2[C@H:38]2[CH2:42][CH2:41][CH2:40][O:39]2)=[CH:22][CH:21]=[CH:20][C:3]=1[CH2:4][NH:5][C:6]1[CH:19]=[CH:18][C:9]2[C@H:10]([CH2:13][C:14]([O:16]C)=[O:15])[CH2:11][O:12][C:8]=2[CH:7]=1.O.[OH-].[Li+].Cl.C[O-].[Na+:49]. The catalyst is O1CCCC1.O.CO. The product is [CH3:1][C:2]1[C:23]([N:24]2[C:28]3[CH:29]=[CH:30][C:31]([O:33][C:34]([F:37])([F:36])[F:35])=[CH:32][C:27]=3[N:26]=[C:25]2[C@H:38]2[CH2:42][CH2:41][CH2:40][O:39]2)=[CH:22][CH:21]=[CH:20][C:3]=1[CH2:4][NH:5][C:6]1[CH:19]=[CH:18][C:9]2[C@H:10]([CH2:13][C:14]([O-:16])=[O:15])[CH2:11][O:12][C:8]=2[CH:7]=1.[Na+:49]. The yield is 0.860. (7) The reactants are O1[C:10]2[C:5](=[CH:6]C=CC=2)[CH2:4]CC1.COCOC1C(C)=C2C(=C(C)C=1C)OC(CCN1CCNCC1)(C)CC2.[C:37]1(=[O:52])[N:41]([O:42][CH2:43][C:44]([OH:46])=[O:45])[C:40](=[O:47])[C:39]2=[CH:48][CH:49]=[CH:50][CH:51]=[C:38]12.ON1C(=O)CCC1=O.C1(N=C=NC2CCCCC2)CCCCC1. The catalyst is ClCCl.CO.CCOC(C)=O. The product is [C:40]1(=[O:47])[N:41]([O:42][CH2:43][C:44]([O:46][C:5]([CH3:10])([CH3:6])[CH3:4])=[O:45])[C:37](=[O:52])[C:38]2=[CH:51][CH:50]=[CH:49][CH:48]=[C:39]12. The yield is 0.700.